This data is from Reaction yield outcomes from USPTO patents with 853,638 reactions. The task is: Predict the reaction yield, written as a fraction of the theoretical maximum amount of product (1.0 means a 100% yield; for example, 0.34 means a 34% yield). (1) The product is [CH:21]1([C:17]2[NH:16][C:15]3[C:14](=[O:26])[N:13]([CH2:27][CH2:28][CH3:29])[C:12]([NH:11][CH2:10][C:7]4[CH:8]=[CH:9][C:4]([C:3]([OH:30])=[O:2])=[CH:5][CH:6]=4)=[N:20][C:19]=3[N:18]=2)[CH2:25][CH2:24][CH2:23][CH2:22]1. The catalyst is CO.O.C1COCC1. The yield is 0.320. The reactants are C[O:2][C:3](=[O:30])[C:4]1[CH:9]=[CH:8][C:7]([CH2:10][NH:11][C:12]2[N:13]([CH2:27][CH2:28][CH3:29])[C:14](=[O:26])[C:15]3[NH:16][C:17]([CH:21]4[CH2:25][CH2:24][CH2:23][CH2:22]4)=[N:18][C:19]=3[N:20]=2)=[CH:6][CH:5]=1.[OH-].[Na+]. (2) The reactants are [NH2:1][C:2]1[C:11]2[C:6](=[CH:7][CH:8]=[CH:9][CH:10]=2)[CH:5]=[CH:4][C:3]=1[C:12]([OH:21])([C:17]([F:20])([F:19])[F:18])[C:13]([F:16])([F:15])[F:14].[CH:22]1([C:25](Cl)=[O:26])[CH2:24][CH2:23]1. No catalyst specified. The product is [F:20][C:17]([F:18])([F:19])[C:12]([C:3]1[CH:4]=[CH:5][C:6]2[C:11](=[CH:10][CH:9]=[CH:8][CH:7]=2)[C:2]=1[NH:1][C:25]([CH:22]1[CH2:24][CH2:23]1)=[O:26])([OH:21])[C:13]([F:14])([F:15])[F:16]. The yield is 0.0700.